Task: Predict the product of the given reaction.. Dataset: Forward reaction prediction with 1.9M reactions from USPTO patents (1976-2016) (1) Given the reactants [CH3:1]I.[OH:3][C:4]1[CH:9]=[CH:8][N:7]([C:10]2[S:11][C:12]([C:16]([O:18][CH2:19][CH3:20])=[O:17])=[C:13]([CH3:15])[N:14]=2)[C:6](=[O:21])[CH:5]=1, predict the reaction product. The product is: [CH3:1][O:3][C:4]1[CH:9]=[CH:8][N:7]([C:10]2[S:11][C:12]([C:16]([O:18][CH2:19][CH3:20])=[O:17])=[C:13]([CH3:15])[N:14]=2)[C:6](=[O:21])[CH:5]=1. (2) Given the reactants O[Li].O.C([O:6][C:7]([C:9]1[N:10]=[N:11][N:12]([C:14]2[CH:19]=[CH:18][CH:17]=[CH:16][CH:15]=2)[CH:13]=1)=[O:8])C, predict the reaction product. The product is: [C:14]1([N:12]2[CH:13]=[C:9]([C:7]([OH:8])=[O:6])[N:10]=[N:11]2)[CH:15]=[CH:16][CH:17]=[CH:18][CH:19]=1.